Predict the product of the given reaction. From a dataset of Forward reaction prediction with 1.9M reactions from USPTO patents (1976-2016). (1) Given the reactants ClC1N=C(N2CCC[C@@H]([NH:14][C:15](=[O:24])[N:16]([CH3:23])[C:17]3[CH:22]=[CH:21][CH:20]=[CH:19][CH:18]=3)C2)C=NC=1C#N.C1(N)CC1, predict the reaction product. The product is: [CH3:23][N:16]([C:17]1[CH:22]=[CH:21][CH:20]=[CH:19][CH:18]=1)[C:15]([NH2:14])=[O:24]. (2) The product is: [Cl:6][C:7]1[CH:8]=[C:9]([CH:32]=[CH:33][C:34]=1[F:35])[NH:10][C:11]1[C:20]2[C:15](=[CH:16][C:17]([O:27][CH2:28][CH2:29][CH2:30][N:1]3[CH2:5][CH2:4][CH2:3][CH2:2]3)=[CH:18][C:19]=2[O:21][CH:22]2[CH2:26][CH2:25][O:24][CH2:23]2)[N:14]=[CH:13][N:12]=1. Given the reactants [NH:1]1[CH2:5][CH2:4][CH2:3][CH2:2]1.[Cl:6][C:7]1[CH:8]=[C:9]([CH:32]=[CH:33][C:34]=1[F:35])[NH:10][C:11]1[C:20]2[C:15](=[CH:16][C:17]([O:27][CH2:28][CH2:29][CH2:30]Cl)=[CH:18][C:19]=2[O:21][CH:22]2[CH2:26][CH2:25][O:24][CH2:23]2)[N:14]=[CH:13][N:12]=1, predict the reaction product. (3) Given the reactants [F:1][C:2]([F:31])([F:30])[C:3]1[CH:8]=[CH:7][N:6]=[C:5]([NH:9][C:10]2[CH:11]=[C:12]([C:16]3[S:20][C:19]([N:21]4[CH2:26][CH2:25][CH:24]([C:27](O)=[O:28])[CH2:23][CH2:22]4)=[N:18][CH:17]=3)[CH:13]=[CH:14][CH:15]=2)[N:4]=1.[Cl-].[NH4+].C([N:37](C(C)C)CC)(C)C.F[P-](F)(F)(F)(F)F.N1(O[P+](N2CCCC2)(N2CCCC2)N2CCCC2)C2C=CC=CC=2N=N1, predict the reaction product. The product is: [F:1][C:2]([F:31])([F:30])[C:3]1[CH:8]=[CH:7][N:6]=[C:5]([NH:9][C:10]2[CH:11]=[C:12]([C:16]3[S:20][C:19]([N:21]4[CH2:22][CH2:23][CH:24]([C:27]([NH2:37])=[O:28])[CH2:25][CH2:26]4)=[N:18][CH:17]=3)[CH:13]=[CH:14][CH:15]=2)[N:4]=1.